Dataset: Peptide-MHC class II binding affinity with 134,281 pairs from IEDB. Task: Regression. Given a peptide amino acid sequence and an MHC pseudo amino acid sequence, predict their binding affinity value. This is MHC class II binding data. (1) The peptide sequence is YAIGGSSNPTILSEG. The MHC is DRB1_0301 with pseudo-sequence DRB1_0301. The binding affinity (normalized) is 0.0862. (2) The peptide sequence is LGASPYKLGPSPKAR. The MHC is HLA-DPA10201-DPB11401 with pseudo-sequence HLA-DPA10201-DPB11401. The binding affinity (normalized) is 0.0298.